From a dataset of Choline transporter screen with 302,306 compounds. Binary Classification. Given a drug SMILES string, predict its activity (active/inactive) in a high-throughput screening assay against a specified biological target. (1) The compound is O(C(C)(C)C)C(=O)NC1CONC1=O. The result is 0 (inactive). (2) The drug is S(CC(OC(CS(=O)CCCC)COCc1ccccc1)=O)c1nc(cc(n1)C)C. The result is 0 (inactive). (3) The molecule is O(C(=O)C\1(N(C(=O)C(=O)C1=N\Nc1c(OC)cccc1)c1ccccc1)C)CC. The result is 0 (inactive).